Predict which catalyst facilitates the given reaction. From a dataset of Catalyst prediction with 721,799 reactions and 888 catalyst types from USPTO. Reactant: Br[C:2]1[CH:10]=[CH:9][C:8]2[N:7]3[CH2:11][CH:12]([NH:14][C:15](=[O:21])[O:16][C:17]([CH3:20])([CH3:19])[CH3:18])[CH2:13][C:6]3=[CH:5][C:4]=2[CH:3]=1.[B:22]1([B:22]2[O:26][C:25]([CH3:28])([CH3:27])[C:24]([CH3:30])([CH3:29])[O:23]2)[O:26][C:25]([CH3:28])([CH3:27])[C:24]([CH3:30])([CH3:29])[O:23]1.C([O-])(=O)C.[K+]. Product: [CH3:29][C:24]1([CH3:30])[C:25]([CH3:28])([CH3:27])[O:26][B:22]([C:2]2[CH:10]=[CH:9][C:8]3[N:7]4[CH2:11][CH:12]([NH:14][C:15](=[O:21])[O:16][C:17]([CH3:20])([CH3:19])[CH3:18])[CH2:13][C:6]4=[CH:5][C:4]=3[CH:3]=2)[O:23]1. The catalyst class is: 75.